Task: Binary Classification. Given a drug SMILES string, predict its activity (active/inactive) in a high-throughput screening assay against a specified biological target.. Dataset: Kir2.1 potassium channel HTS with 301,493 compounds (1) The compound is Clc1c(C(=O)N2CCC2)cc(S(=O)(=O)N(c2c(OC)cccc2)C)cc1. The result is 0 (inactive). (2) The drug is O=C(N1CCN(CC1)CC)/C=C\c1ccc(OC)cc1. The result is 0 (inactive). (3) The molecule is Clc1cc(c2oc(/C=C3\C(n4oc(cc4=NC3=O)C)=N)cc2)ccc1. The result is 0 (inactive). (4) The drug is Clc1c(S(=O)(=O)Nc2nc3c(nc2NCC2OCCC2)cccc3)cc(Cl)cc1. The result is 0 (inactive). (5) The compound is Clc1c2CCCc2nc2c1ccc(c2)C(=O)N(c1ccc(cc1)CC)CC. The result is 0 (inactive). (6) The molecule is S(=O)(=O)(N)c1ccc(NC(=O)Nc2cc3OCOc3cc2)cc1. The result is 0 (inactive). (7) The drug is Clc1ccc(OCC(=N/NC(=O)c2c(noc2C)c2ccccc2)/N)cc1. The result is 0 (inactive).